This data is from Full USPTO retrosynthesis dataset with 1.9M reactions from patents (1976-2016). The task is: Predict the reactants needed to synthesize the given product. (1) Given the product [CH3:31][N:30]1[CH:24]2[CH2:25][CH2:26][CH2:27][CH:28]1[CH2:29][CH:22]([NH:21][C:16]([C:12]1[CH:13]=[CH:14][CH:15]=[C:9]3[O:8][C:7]([C:3]4[S:4][CH:5]=[CH:6][C:2]=4[Cl:1])=[N:11][C:10]=13)=[O:18])[CH2:23]2, predict the reactants needed to synthesize it. The reactants are: [Cl:1][C:2]1[CH:6]=[CH:5][S:4][C:3]=1[C:7]1[O:8][C:9]2[C:10](=[C:12]([C:16]([OH:18])=O)[CH:13]=[CH:14][CH:15]=2)[N:11]=1.Cl.Cl.[NH2:21][CH:22]1[CH2:29][CH:28]2[N:30]([CH3:31])[CH:24]([CH2:25][CH2:26][CH2:27]2)[CH2:23]1.Cl.C(N=C=NCCCN(C)C)C.ON1C2C=CC=CC=2N=N1.C(N(CC)CC)C. (2) Given the product [Cl:25][C:20]1[CH:19]=[C:18]([CH2:17][C:16]([N:15]([C@@H:8]([C:4]2[CH:5]=[CH:6][CH:7]=[C:2]([NH:1][S:38]([CH2:37][CH2:36][O:35][CH3:34])(=[O:40])=[O:39])[CH:3]=2)[CH2:9][N:10]2[CH2:11][CH2:12][CH2:13][CH2:14]2)[CH3:27])=[O:26])[CH:23]=[CH:22][C:21]=1[Cl:24], predict the reactants needed to synthesize it. The reactants are: [NH2:1][C:2]1[CH:3]=[C:4]([C@H:8]([N:15]([CH3:27])[C:16](=[O:26])[CH2:17][C:18]2[CH:23]=[CH:22][C:21]([Cl:24])=[C:20]([Cl:25])[CH:19]=2)[CH2:9][N:10]2[CH2:14][CH2:13][CH2:12][CH2:11]2)[CH:5]=[CH:6][CH:7]=1.N1C=CC=CC=1.[CH3:34][O:35][CH2:36][CH2:37][S:38](Cl)(=[O:40])=[O:39]. (3) Given the product [F:43]/[C:2](/[C:41]1[CH:42]=[CH:35][N:30]=[CH:39][CH:40]=1)=[C:1](/[N:3]1[C:11]2[CH:10]=[CH:9][C:8]([CH3:12])=[CH:7][C:6]=2[C:5]2[CH2:13][N:14]([CH3:17])[CH2:15][CH2:16][C:4]1=2)\[C:20]1[CH:25]=[CH:24][N:23]=[CH:22][CH:21]=1, predict the reactants needed to synthesize it. The reactants are: [C:1]([N:3]1[C:11]2[CH:10]=[CH:9][C:8]([CH3:12])=[CH:7][C:6]=2[C:5]2[CH2:13][N:14]([CH3:17])[CH2:15][CH2:16][C:4]1=2)#[CH:2].Cl.Br[C:20]1[CH:25]=[CH:24][N:23]=[CH:22][CH:21]=1.CCCC[N+:30]([CH2:39][CH2:40][CH2:41][CH3:42])([CH2:35]CCC)CCCC.[F-:43].C(=O)(O)[O-]. (4) Given the product [CH2:1]([O:3][C:4]([N:5]1[CH2:9][CH2:10][N:19]([C:15]([CH3:18])([CH3:17])[CH3:16])[CH2:7][CH2:6]1)=[O:12])[CH3:2], predict the reactants needed to synthesize it. The reactants are: [CH2:1]([O:3][C:4](=[O:12])[N:5]([CH2:9][CH2:10]Cl)[CH2:6][CH2:7]Cl)[CH3:2].[Na+].[I-].[C:15]([NH2:19])([CH3:18])([CH3:17])[CH3:16].C([O-])([O-])=O.[K+].[K+]. (5) The reactants are: [CH2:1]=[C:2]1[CH2:7][CH2:6][CH:5]([CH2:8][CH2:9][O:10][CH2:11][C:12]2[CH:17]=[CH:16][CH:15]=[CH:14][CH:13]=2)[CH2:4][CH2:3]1.[OH-:18].[Na+].OO. Given the product [CH2:11]([O:10][CH2:9][CH2:8][C@H:5]1[CH2:6][CH2:7][C@H:2]([CH2:1][OH:18])[CH2:3][CH2:4]1)[C:12]1[CH:13]=[CH:14][CH:15]=[CH:16][CH:17]=1, predict the reactants needed to synthesize it. (6) Given the product [C:18]([C:17]1[C:12]([NH:11][C:3]2[CH:4]=[C:5]([O:9][CH3:10])[C:6]([Cl:8])=[CH:7][C:2]=2[Cl:1])=[C:13]2[S:22][C:21]([C:25]3[CH:30]=[CH:29][C:28]([C:31]([OH:33])=[O:32])=[CH:27][CH:26]=3)=[CH:20][C:14]2=[N:15][CH:16]=1)#[N:19], predict the reactants needed to synthesize it. The reactants are: [Cl:1][C:2]1[CH:7]=[C:6]([Cl:8])[C:5]([O:9][CH3:10])=[CH:4][C:3]=1[NH:11][C:12]1[C:17]([C:18]#[N:19])=[CH:16][N:15]=[C:14]2[CH:20]=[C:21](I)[S:22][C:13]=12.B(O)(O)[C:25]1[CH:30]=[CH:29][C:28]([C:31]([OH:33])=[O:32])=[CH:27][CH:26]=1.